From a dataset of Peptide-MHC class II binding affinity with 134,281 pairs from IEDB. Regression. Given a peptide amino acid sequence and an MHC pseudo amino acid sequence, predict their binding affinity value. This is MHC class II binding data. (1) The peptide sequence is VIPEGWKADTSYESK. The MHC is DRB3_0202 with pseudo-sequence DRB3_0202. The binding affinity (normalized) is 0.180. (2) The peptide sequence is CTDKMFFVKNPTDTG. The MHC is DRB1_0801 with pseudo-sequence DRB1_0801. The binding affinity (normalized) is 0.635. (3) The peptide sequence is KKGMTTVLDFHPGAG. The MHC is HLA-DQA10303-DQB10402 with pseudo-sequence HLA-DQA10303-DQB10402. The binding affinity (normalized) is 0.274. (4) The peptide sequence is KRHRLIGAVVLAVSV. The MHC is DRB1_0405 with pseudo-sequence DRB1_0405. The binding affinity (normalized) is 0.399.